Dataset: Forward reaction prediction with 1.9M reactions from USPTO patents (1976-2016). Task: Predict the product of the given reaction. The product is: [CH2:1]([O:8][C:9]1[CH:18]=[CH:17][C:12]([CH2:13][OH:14])=[CH:11][C:10]=1[C@@H:19]([C:29]1[CH:30]=[CH:31][CH:32]=[CH:33][CH:34]=1)[CH2:20][CH2:21][N:22]([CH:23]([CH3:24])[CH3:25])[CH:26]([CH3:27])[CH3:28])[C:2]1[CH:3]=[CH:4][CH:5]=[CH:6][CH:7]=1. Given the reactants [CH2:1]([O:8][C:9]1[CH:18]=[CH:17][C:12]([C:13](OC)=[O:14])=[CH:11][C:10]=1[C@@H:19]([C:29]1[CH:34]=[CH:33][CH:32]=[CH:31][CH:30]=1)[CH2:20][CH2:21][N:22]([CH:26]([CH3:28])[CH3:27])[CH:23]([CH3:25])[CH3:24])[C:2]1[CH:7]=[CH:6][CH:5]=[CH:4][CH:3]=1.[BH4-].[Na+].[Cl-].[Al+3].[Cl-].[Cl-].Cl, predict the reaction product.